This data is from Full USPTO retrosynthesis dataset with 1.9M reactions from patents (1976-2016). The task is: Predict the reactants needed to synthesize the given product. (1) Given the product [CH2:1]([O:3][C:4]([C:6]1[C:10]([CH3:11])=[CH:9][NH:8][C:7]=1[CH2:12][C:13](=[O:15])[NH:24][CH2:23][CH2:22][N:16]1[CH2:21][CH2:20][CH2:19][CH2:18][CH2:17]1)=[O:5])[CH3:2], predict the reactants needed to synthesize it. The reactants are: [CH2:1]([O:3][C:4]([C:6]1[C:10]([CH3:11])=[CH:9][NH:8][C:7]=1[CH2:12][C:13]([OH:15])=O)=[O:5])[CH3:2].[N:16]1([CH2:22][CH2:23][NH2:24])[CH2:21][CH2:20][CH2:19][CH2:18][CH2:17]1.Cl.C(N=C=NCCCN(C)C)C.ON1C2C=CC=CC=2N=N1. (2) Given the product [F:29][C:17]1[CH:16]=[C:15]([N:6]2[C:5]3[CH2:8][O:9][CH2:10][CH2:11][C:4]=3[C:3]([C:2]([F:12])([F:1])[F:13])=[N:7]2)[CH:20]=[C:19]([F:21])[C:18]=1[CH2:22][N:23]1[CH2:27][CH2:26][CH2:25][C:24]1=[O:28], predict the reactants needed to synthesize it. The reactants are: [F:1][C:2]([F:13])([F:12])[C:3]1[C:4]2[CH2:11][CH2:10][O:9][CH2:8][C:5]=2[NH:6][N:7]=1.Br[C:15]1[CH:20]=[C:19]([F:21])[C:18]([CH2:22][N:23]2[CH2:27][CH2:26][CH2:25][C:24]2=[O:28])=[C:17]([F:29])[CH:16]=1. (3) Given the product [C:1]([O:5][C:6](=[O:16])[NH:7][C@H:8]1[CH2:13][CH2:12][C@H:11]([CH2:14][NH:17][C:18]2[CH:23]=[CH:22][CH:21]=[CH:20][CH:19]=2)[CH2:10][CH2:9]1)([CH3:4])([CH3:3])[CH3:2], predict the reactants needed to synthesize it. The reactants are: [C:1]([O:5][C:6](=[O:16])[NH:7][C@H:8]1[CH2:13][CH2:12][C@H:11]([CH:14]=O)[CH2:10][CH2:9]1)([CH3:4])([CH3:3])[CH3:2].[NH2:17][C:18]1[CH:23]=[CH:22][CH:21]=[CH:20][CH:19]=1.C(O[BH-](OC(=O)C)OC(=O)C)(=O)C.[Na+].[OH-].[Na+].CCCC(C)C. (4) Given the product [CH2:9]([O:8][C:12](=[O:52])[CH2:11][CH:46]([OH:47])[C:45]1[CH:48]=[CH:49][C:42]([O:41][CH2:40][C:30]2[CH2:31][CH2:32][CH2:33][C:34]3([CH2:35][CH2:36][CH2:37][CH2:38][CH2:39]3)[CH:29]=2)=[CH:43][CH:44]=1)[CH3:10], predict the reactants needed to synthesize it. The reactants are: CCCCCCC.[O:8]1[CH2:12][CH2:11][CH2:10][CH2:9]1.C(C1C=CC=CC=1)C.C([N-]C(C)C)(C)C.[Li+].[CH:29]1[C:34]2([CH2:39][CH2:38][CH2:37][CH2:36][CH2:35]2)[CH2:33][CH2:32][CH2:31][C:30]=1[CH2:40][O:41][C:42]1[CH:49]=[CH:48][C:45]([CH:46]=[O:47])=[CH:44][CH:43]=1.[Cl-].[NH4+].[O:52]1CCCC1. (5) Given the product [C:1]([O:5][C:6](=[O:24])[NH:7][C:8]1[CH:13]=[C:12]([O:14][CH2:15][CH2:16][O:17][CH3:18])[C:11]([C:19]([F:22])([F:21])[F:20])=[CH:10][C:9]=1[NH:23][C:30](=[O:29])[CH2:31][C:32]([C:34]1[CH:39]=[CH:38][CH:37]=[C:36]([C:40]2[CH:45]=[CH:44][N:43]=[C:42]([C:46]#[N:47])[CH:41]=2)[CH:35]=1)=[O:33])([CH3:4])([CH3:2])[CH3:3], predict the reactants needed to synthesize it. The reactants are: [C:1]([O:5][C:6](=[O:24])[NH:7][C:8]1[CH:13]=[C:12]([O:14][CH2:15][CH2:16][O:17][CH3:18])[C:11]([C:19]([F:22])([F:21])[F:20])=[CH:10][C:9]=1[NH2:23])([CH3:4])([CH3:3])[CH3:2].C([O:29][C:30](=O)[CH2:31][C:32]([C:34]1[CH:39]=[CH:38][CH:37]=[C:36]([C:40]2[CH:45]=[CH:44][N:43]=[C:42]([C:46]#[N:47])[CH:41]=2)[CH:35]=1)=[O:33])(C)(C)C. (6) Given the product [C:1]1([CH:7]2[S:15][C:14]3[C:9]([N:10]([C:36]([OH:37])=[O:31])[CH:11]=[CH:12][CH:13]=3)=[CH:8]2)[CH:6]=[CH:5][CH:4]=[CH:3][CH:2]=1, predict the reactants needed to synthesize it. The reactants are: [C:1]1([CH:7]2[S:15][C:14]3[C:9]([N:10](Cl)[CH:11]=[CH:12][CH:13]=3)=[CH:8]2)[CH:6]=[CH:5][CH:4]=[CH:3][CH:2]=1.C1(C)C=CC(S(O)(=O)=O)=CC=1.[C-]#N.[K+].[OH-:31].[Na+].CN([CH:36]=[O:37])C. (7) Given the product [CH2:1]([O:3][C:4]([C:6]1[S:16][C:9]2[N:10]=[C:11]([NH2:15])[N:12]=[C:13]([CH:26]([C:24]3[CH:23]=[CH:22][C:21]4[O:17][CH2:18][O:19][C:20]=4[CH:25]=3)[C:27]#[N:28])[C:8]=2[CH:7]=1)=[O:5])[CH3:2], predict the reactants needed to synthesize it. The reactants are: [CH2:1]([O:3][C:4]([C:6]1[S:16][C:9]2[N:10]=[C:11]([NH2:15])[N:12]=[C:13](Cl)[C:8]=2[CH:7]=1)=[O:5])[CH3:2].[O:17]1[C:21]2[CH:22]=[CH:23][C:24]([CH2:26][C:27]#[N:28])=[CH:25][C:20]=2[O:19][CH2:18]1.[H-].[Na+].